This data is from Forward reaction prediction with 1.9M reactions from USPTO patents (1976-2016). The task is: Predict the product of the given reaction. (1) Given the reactants [CH3:1][O:2][C:3]1[CH:12]=[C:11]2[C:6]([CH:7]=[C:8]([C:14]([OH:16])=O)[C:9](=[O:13])[NH:10]2)=[CH:5][N:4]=1.[CH3:17][O:18][C:19](=[O:28])[C:20]1[CH:25]=[CH:24][C:23]([CH3:26])=[C:22]([NH2:27])[CH:21]=1, predict the reaction product. The product is: [CH3:17][O:18][C:19](=[O:28])[C:20]1[CH:25]=[CH:24][C:23]([CH3:26])=[C:22]([NH:27][C:14]([C:8]2[C:9](=[O:13])[NH:10][C:11]3[C:6]([CH:7]=2)=[CH:5][N:4]=[C:3]([O:2][CH3:1])[CH:12]=3)=[O:16])[CH:21]=1. (2) The product is: [NH2:1][C:2]1[O:3][CH2:4][C@:5]2([C:19]3[C:14](=[N:15][CH:16]=[C:17]([C:31]4[CH2:32][CH2:33][O:28][CH2:29][CH:30]=4)[CH:18]=3)[O:13][C:12]3[C:7]2=[CH:8][C:9]([OH:21])=[CH:10][CH:11]=3)[N:6]=1. Given the reactants [NH2:1][C:2]1[O:3][CH2:4][C@:5]2([C:19]3[C:14](=[N:15][CH:16]=[C:17](Br)[CH:18]=3)[O:13][C:12]3[C:7]2=[CH:8][C:9]([OH:21])=[CH:10][CH:11]=3)[N:6]=1.C(=O)([O-])[O-].[K+].[K+].[O:28]1[CH2:33][CH:32]=[C:31](B2OC(C)(C)C(C)(C)O2)[CH2:30][CH2:29]1.CN(C=O)C, predict the reaction product. (3) Given the reactants [C:1]([C:3]1[CH:4]=[N:5][N:6]2[C:11](=[O:12])[C:10]([CH2:13][CH3:14])=[C:9]([C:15]([OH:17])=O)[NH:8][C:7]=12)#[N:2].Cl.[CH3:19][O:20][NH:21][CH3:22].CCN(C(C)C)C(C)C.CN(C(ON1N=NC2C=CC=NC1=2)=[N+](C)C)C.F[P-](F)(F)(F)(F)F, predict the reaction product. The product is: [C:1]([C:3]1[CH:4]=[N:5][N:6]2[C:11](=[O:12])[C:10]([CH2:13][CH3:14])=[C:9]([C:15]([N:21]([O:20][CH3:19])[CH3:22])=[O:17])[NH:8][C:7]=12)#[N:2]. (4) Given the reactants [I:1][C:2]1[C:6]2=[N:7][C:8]([C:11]([OH:13])=[O:12])=[CH:9][CH:10]=[C:5]2[NH:4][CH:3]=1.[H-].[Na+].[C:16]1([CH3:26])[CH:21]=[CH:20][C:19]([S:22](Cl)(=[O:24])=[O:23])=[CH:18][CH:17]=1.Cl, predict the reaction product. The product is: [I:1][C:2]1[C:6]2=[N:7][C:8]([C:11]([OH:13])=[O:12])=[CH:9][CH:10]=[C:5]2[N:4]([S:22]([C:19]2[CH:20]=[CH:21][C:16]([CH3:26])=[CH:17][CH:18]=2)(=[O:24])=[O:23])[CH:3]=1. (5) Given the reactants [C:1]([O:5][C:6](=[O:15])[C:7]1[CH:12]=[CH:11][C:10]([Cl:13])=[C:9](Br)[CH:8]=1)([CH3:4])([CH3:3])[CH3:2].C([Li])CCC.[C:21](=[O:23])=[O:22].O, predict the reaction product. The product is: [C:1]([O:5][C:6](=[O:15])[C:7]1[CH:12]=[CH:11][C:10]([Cl:13])=[C:9]([C:21]([OH:23])=[O:22])[CH:8]=1)([CH3:4])([CH3:3])[CH3:2]. (6) Given the reactants C([O:5][C:6](=[O:37])[CH:7]([O:9][C:10]1[CH:15]=[CH:14][C:13]([CH2:16][NH:17][C:18]([C:20]2[C:21]([O:26][C:27]3[CH:35]=[CH:34][C:30]4[O:31][CH2:32][O:33][C:29]=4[CH:28]=3)=[N:22][CH:23]=[CH:24][CH:25]=2)=[O:19])=[C:12]([F:36])[CH:11]=1)[CH3:8])(C)(C)C.COC(=O)COC1C=CC(CNC(C2C(OC3C=CC4OCOC=4C=3)=NC=CC=2)=O)=C(F)C=1, predict the reaction product. The product is: [O:31]1[C:30]2[CH:34]=[CH:35][C:27]([O:26][C:21]3[C:20]([C:18]([NH:17][CH2:16][C:13]4[CH:14]=[CH:15][C:10]([O:9][CH:7]([CH3:8])[C:6]([OH:37])=[O:5])=[CH:11][C:12]=4[F:36])=[O:19])=[CH:25][CH:24]=[CH:23][N:22]=3)=[CH:28][C:29]=2[O:33][CH2:32]1. (7) Given the reactants [O:1]([C:8]1[CH:17]=[CH:16][CH:15]=[C:14]2[C:9]=1[CH2:10][CH2:11][CH2:12][NH:13]2)[C:2]1[CH:7]=[CH:6][CH:5]=[CH:4][CH:3]=1.[NH:18]1[CH:22]=[CH:21][N:20]=[C:19]1[CH:23]=O.C([BH3-])#N.[Na+], predict the reaction product. The product is: [NH:18]1[CH:22]=[CH:21][N:20]=[C:19]1[CH2:23][N:13]1[C:14]2[C:9](=[C:8]([O:1][C:2]3[CH:3]=[CH:4][CH:5]=[CH:6][CH:7]=3)[CH:17]=[CH:16][CH:15]=2)[CH2:10][CH2:11][CH2:12]1. (8) Given the reactants [CH3:1][C:2]1[CH:7]=[CH:6][C:5]([NH:8][C:9](=[O:21])[C:10]2[CH:15]=[CH:14][N:13]=[C:12]([C:16]3[S:17][CH:18]=[CH:19][CH:20]=3)[CH:11]=2)=[CH:4][C:3]=1[N+:22]([O-])=O.S1C=CC=C1B(O)O.C(=O)([O-])[O-].[Na+].[Na+], predict the reaction product. The product is: [NH2:22][C:3]1[CH:4]=[C:5]([NH:8][C:9](=[O:21])[C:10]2[CH:15]=[CH:14][N:13]=[C:12]([C:16]3[S:17][CH:18]=[CH:19][CH:20]=3)[CH:11]=2)[CH:6]=[CH:7][C:2]=1[CH3:1]. (9) Given the reactants [C:1]([O:7][CH2:8][C@@H:9]([O:36][C:37]([CH3:40])([CH3:39])[CH3:38])[C:10]1[C:11]([C:29]2[CH:34]=[CH:33][C:32]([Cl:35])=[CH:31][CH:30]=2)=[C:12]2[C:17](=[CH:18][C:19]=1[CH3:20])[N:16]=[C:15](OS(C(F)(F)F)(=O)=O)[CH:14]=[CH:13]2)(=[O:6])[C:2]([CH3:5])([CH3:4])[CH3:3].[CH:41]([Mg]Br)([CH3:43])[CH3:42].O1CCCC1, predict the reaction product. The product is: [C:1]([O:7][CH2:8][C@@H:9]([O:36][C:37]([CH3:38])([CH3:40])[CH3:39])[C:10]1[C:11]([C:29]2[CH:34]=[CH:33][C:32]([Cl:35])=[CH:31][CH:30]=2)=[C:12]2[C:17](=[CH:18][C:19]=1[CH3:20])[N:16]=[C:15]([CH:41]([CH3:43])[CH3:42])[CH:14]=[CH:13]2)(=[O:6])[C:2]([CH3:4])([CH3:5])[CH3:3]. (10) Given the reactants [CH:1]([NH:4][C:5]([C@H:7]1[CH2:12][CH2:11][C@@H:10]([NH:13][C:14]2[CH:19]=[C:18]([CH2:20][N:21]3[CH2:26][CH2:25][CH2:24][CH2:23][CH2:22]3)[CH:17]=[CH:16][C:15]=2[N+:27]([O-])=O)[CH2:9][CH2:8]1)=[O:6])([CH3:3])[CH3:2].C([O-])=O.[NH4+], predict the reaction product. The product is: [NH2:27][C:15]1[CH:16]=[CH:17][C:18]([CH2:20][N:21]2[CH2:22][CH2:23][CH2:24][CH2:25][CH2:26]2)=[CH:19][C:14]=1[NH:13][C@@H:10]1[CH2:11][CH2:12][C@H:7]([C:5]([NH:4][CH:1]([CH3:3])[CH3:2])=[O:6])[CH2:8][CH2:9]1.